Dataset: Full USPTO retrosynthesis dataset with 1.9M reactions from patents (1976-2016). Task: Predict the reactants needed to synthesize the given product. Given the product [F:1][C:2]1[CH:30]=[CH:29][C:5]2[N:6]=[C:7]([NH:9][C@H:10]3[CH2:14][CH2:13][CH2:12][C@@H:11]3[NH:15][C:35](=[O:37])[C:34]3[CH:38]=[C:39]([O:42][CH3:43])[CH:40]=[CH:41][C:33]=3[O:32][CH3:31])[S:8][C:4]=2[CH:3]=1, predict the reactants needed to synthesize it. The reactants are: [F:1][C:2]1[CH:30]=[CH:29][C:5]2[N:6]=[C:7]([NH:9][C@H:10]3[CH2:14][CH2:13][CH2:12][C@@H:11]3[NH:15]C(=O)C3C=CC=CC=3N3C=CC=N3)[S:8][C:4]=2[CH:3]=1.[CH3:31][O:32][C:33]1[CH:41]=[CH:40][C:39]([O:42][CH3:43])=[CH:38][C:34]=1[C:35]([OH:37])=O.Cl.FC1C=CC2N=C(N[C@H]3CCC[C@@H]3N)SC=2C=1.